From a dataset of Reaction yield outcomes from USPTO patents with 853,638 reactions. Predict the reaction yield, written as a fraction of the theoretical maximum amount of product (1.0 means a 100% yield; for example, 0.34 means a 34% yield). (1) The yield is 0.850. The catalyst is CN(C=O)C.O. The product is [CH2:17]([O:9][C:6]1[CH:7]=[CH:8][C:3]([C:1]#[N:2])=[CH:4][CH:5]=1)[CH:18]([CH3:20])[CH3:19]. The reactants are [C:1]([C:3]1[CH:8]=[CH:7][C:6]([OH:9])=[CH:5][CH:4]=1)#[N:2].C(N(CC)CC)C.[CH2:17](Br)[CH:18]([CH3:20])[CH3:19]. (2) The reactants are [Cl:1][C:2]1[N:3]=[C:4]([Cl:11])[C:5]2[CH:10]=[CH:9][NH:8][C:6]=2[N:7]=1.C([O-])([O-])=O.[K+].[K+].Br[CH2:19][CH:20]1[CH2:25][CH2:24][N:23]([C:26]([O:28][C:29]([CH3:32])([CH3:31])[CH3:30])=[O:27])[CH2:22][CH2:21]1. The catalyst is CN(C=O)C. The product is [Cl:1][C:2]1[N:3]=[C:4]([Cl:11])[C:5]2[CH:10]=[CH:9][N:8]([CH2:19][CH:20]3[CH2:25][CH2:24][N:23]([C:26]([O:28][C:29]([CH3:30])([CH3:32])[CH3:31])=[O:27])[CH2:22][CH2:21]3)[C:6]=2[N:7]=1. The yield is 0.200. (3) The reactants are [CH:1]([C:4]1[C:8]([CH2:9][CH2:10][C:11]([O:13][CH2:14][CH3:15])=[O:12])=[CH:7][NH:6][N:5]=1)([CH3:3])[CH3:2].Cl[C:17]1[CH:22]=[CH:21][CH:20]=[C:19]([C:23]([F:26])([F:25])[F:24])[N:18]=1.[H-].[Na+].Cl. The catalyst is CN(C)C=O. The product is [CH:1]([C:4]1[C:8]([CH2:9][CH2:10][C:11]([O:13][CH2:14][CH3:15])=[O:12])=[CH:7][N:6]([C:17]2[CH:22]=[CH:21][CH:20]=[C:19]([C:23]([F:26])([F:25])[F:24])[N:18]=2)[N:5]=1)([CH3:3])[CH3:2]. The yield is 0.630. (4) The reactants are [NH2:1][C:2]1[CH:7]=[CH:6][CH:5]=[CH:4][C:3]=1[NH:8][C:9]([C:11]1[C:15]([NH:16][C:17](=[O:30])[C:18]2[CH:23]=[C:22]([C:24]([CH3:27])([CH3:26])[CH3:25])[CH:21]=[CH:20][C:19]=2[O:28][CH3:29])=[CH:14][NH:13][N:12]=1)=O. The catalyst is C(O)(=O)C. The product is [NH:8]1[C:3]2[CH:4]=[CH:5][CH:6]=[CH:7][C:2]=2[N:1]=[C:9]1[C:11]1[C:15]([NH:16][C:17](=[O:30])[C:18]2[CH:23]=[C:22]([C:24]([CH3:25])([CH3:26])[CH3:27])[CH:21]=[CH:20][C:19]=2[O:28][CH3:29])=[CH:14][NH:13][N:12]=1. The yield is 0.620. (5) The reactants are O[CH:2]=[C:3]1[C:11]2[C:6](=[CH:7][C:8]([C:12]([C:14]3[CH:15]=[C:16]([NH:20][C:21]([C:23]4[N:24]([CH3:29])[N:25]=[C:26]([CH3:28])[CH:27]=4)=[O:22])[CH:17]=[CH:18][CH:19]=3)=[O:13])=[CH:9][CH:10]=2)[NH:5][C:4]1=[O:30].[NH2:31][C:32]1[CH:33]=[CH:34][C:35]([O:39][CH3:40])=[C:36]([OH:38])[CH:37]=1. The catalyst is C1COCC1. The product is [OH:38][C:36]1[CH:37]=[C:32]([NH:31][CH:2]=[C:3]2[C:11]3[C:6](=[CH:7][C:8]([C:12]([C:14]4[CH:15]=[C:16]([NH:20][C:21]([C:23]5[N:24]([CH3:29])[N:25]=[C:26]([CH3:28])[CH:27]=5)=[O:22])[CH:17]=[CH:18][CH:19]=4)=[O:13])=[CH:9][CH:10]=3)[NH:5][C:4]2=[O:30])[CH:33]=[CH:34][C:35]=1[O:39][CH3:40]. The yield is 0.740. (6) The reactants are [CH3:1][N:2]([CH:4]=[C:5]([C:8](=O)[CH2:9][CH3:10])[C:6]#[N:7])C.Cl.C(N)=[NH:14].C(N(CC)CC)C. The catalyst is C(O)C. The product is [CH2:9]([C:8]1[C:5]([C:6]#[N:7])=[CH:4][N:2]=[CH:1][N:14]=1)[CH3:10]. The yield is 0.350.